The task is: Predict the product of the given reaction.. This data is from Forward reaction prediction with 1.9M reactions from USPTO patents (1976-2016). (1) Given the reactants CN(C(ON1N=NC2C=CC=NC1=2)=[N+](C)C)C.F[P-](F)(F)(F)(F)F.[NH2:25][CH2:26][C:27](=[C:29]1[CH2:34][CH2:33][CH2:32][N:31]([C:35]2[C:44]([O:45][CH3:46])=[C:43]3[C:38]([C:39](=[O:53])[C:40]([C:50]([OH:52])=[O:51])=[CH:41][N:42]3[CH:47]3[CH2:49][CH2:48]3)=[CH:37][C:36]=2[F:54])[CH2:30]1)[F:28].[C:55]([O:59][C:60]([N:62]([CH3:68])[C@@H:63]([CH3:67])[C:64](O)=[O:65])=[O:61])([CH3:58])([CH3:57])[CH3:56].CCN(CC)CC, predict the reaction product. The product is: [C:55]([O:59][C:60]([N:62]([CH3:68])[C@@H:63]([CH3:67])[C:64]([NH:25][CH2:26][C:27](=[C:29]1[CH2:34][CH2:33][CH2:32][N:31]([C:35]2[C:44]([O:45][CH3:46])=[C:43]3[C:38]([C:39](=[O:53])[C:40]([C:50]([OH:52])=[O:51])=[CH:41][N:42]3[CH:47]3[CH2:49][CH2:48]3)=[CH:37][C:36]=2[F:54])[CH2:30]1)[F:28])=[O:65])=[O:61])([CH3:58])([CH3:57])[CH3:56]. (2) Given the reactants [Br:1][C:2]1[CH:11]=[C:10]2[C:5]([CH:6]=[CH:7][NH:8][C:9]2=[O:12])=[CH:4][CH:3]=1.I[CH2:14][C:15]([F:18])([F:17])[F:16].[H-].[Na+], predict the reaction product. The product is: [Br:1][C:2]1[CH:11]=[C:10]2[C:5]([CH:6]=[CH:7][N:8]([CH2:14][C:15]([F:18])([F:17])[F:16])[C:9]2=[O:12])=[CH:4][CH:3]=1. (3) The product is: [OH:26][C@H:25]([C:27]1[C:28]([CH3:37])=[C:29]2[C:33](=[CH:34][CH:35]=1)[C:32](=[O:36])[O:31][CH2:30]2)[CH2:24][N:23]1[CH2:16][CH2:17][N:18]([CH2:3][CH:2]([OH:1])[C:4]2[CH:9]=[N:8][C:7]([N:10]3[CH:14]=[N:13][N:12]=[N:11]3)=[CH:6][CH:5]=2)[CH2:19][CH2:20]1. Given the reactants [O:1]1[CH2:3][CH:2]1[C:4]1[CH:5]=[CH:6][C:7]([N:10]2[CH:14]=[N:13][N:12]=[N:11]2)=[N:8][CH:9]=1.Cl.[C@@H:16]12[N:23]([CH2:24][C@@H:25]([C:27]3[C:28]([CH3:37])=[C:29]4[C:33](=[CH:34][CH:35]=3)[C:32](=[O:36])[O:31][CH2:30]4)[OH:26])[C@@H:20](CC1)[CH2:19][NH:18][CH2:17]2, predict the reaction product.